Task: Predict which catalyst facilitates the given reaction.. Dataset: Catalyst prediction with 721,799 reactions and 888 catalyst types from USPTO Reactant: [OH:1][C:2]1[CH:9]=[CH:8][C:5]([CH:6]=[O:7])=[CH:4][CH:3]=1.[C:10]([Si:14](Cl)([CH3:16])[CH3:15])([CH3:13])([CH3:12])[CH3:11].N1C=CN=C1. Product: [C:10]([Si:14]([CH3:16])([CH3:15])[O:1][C:2]1[CH:9]=[CH:8][C:5]([CH:6]=[O:7])=[CH:4][CH:3]=1)([CH3:13])([CH3:12])[CH3:11]. The catalyst class is: 4.